This data is from Reaction yield outcomes from USPTO patents with 853,638 reactions. The task is: Predict the reaction yield, written as a fraction of the theoretical maximum amount of product (1.0 means a 100% yield; for example, 0.34 means a 34% yield). (1) The reactants are [OH:1][CH:2]1[CH2:5][N:4]([C:6]([O:8][C:9]([CH3:12])([CH3:11])[CH3:10])=[O:7])[CH2:3]1.CC(C)([O-])C.[Na+].[C:19]([C:23]1[O:27]/[C:26](=[N:28]\[C:29](=[O:41])[C:30]2[CH:35]=[C:34]([C:36]([F:39])([F:38])[F:37])[CH:33]=[CH:32][C:31]=2F)/[N:25]([CH2:42][C@H:43]2[CH2:47][CH2:46][CH2:45][O:44]2)[CH:24]=1)([CH3:22])([CH3:21])[CH3:20]. The catalyst is C1COCC1.O. The product is [C:19]([C:23]1[O:27]/[C:26](=[N:28]\[C:29]([C:30]2[CH:35]=[C:34]([C:36]([F:38])([F:37])[F:39])[CH:33]=[CH:32][C:31]=2[O:1][CH:2]2[CH2:3][N:4]([C:6]([O:8][C:9]([CH3:12])([CH3:11])[CH3:10])=[O:7])[CH2:5]2)=[O:41])/[N:25]([CH2:42][C@H:43]2[CH2:47][CH2:46][CH2:45][O:44]2)[CH:24]=1)([CH3:22])([CH3:20])[CH3:21]. The yield is 0.930. (2) The reactants are [CH2:1]1[C:5]2=[C:6]3[C:7]([CH2:10][CH2:11]/[C:12]/3=[CH:13]\[CH2:14][NH2:15])=[N:8][CH:9]=[C:4]2[O:3][CH2:2]1.[C:16](Cl)(=[O:18])[CH3:17]. The catalyst is N1C=CC=CC=1.C(=O)([O-])O.[Na+]. The product is [CH2:1]1[C:5]2=[C:6]3[CH:12]([CH2:13][CH2:14][NH:15][C:16](=[O:18])[CH3:17])[CH2:11][CH2:10][C:7]3=[N:8][CH:9]=[C:4]2[O:3][CH2:2]1. The yield is 0.220. (3) The reactants are [NH:1]1[C:9]2[C:4](=[CH:5][C:6]([NH:10][C:11]3[C:20]4[C:15](=[CH:16][C:17]([O:29][CH3:30])=[CH:18][C:19]=4[O:21][CH:22]4[CH2:27][CH2:26][N:25]([CH3:28])[CH2:24][CH2:23]4)[N:14]=[CH:13][N:12]=3)=[CH:7][CH:8]=2)[CH:3]=[CH:2]1.[CH2:31](Cl)[C:32]1[CH:37]=[CH:36][CH:35]=[CH:34][CH:33]=1. No catalyst specified. The product is [CH2:31]([N:1]1[C:9]2[C:4](=[CH:5][C:6]([NH:10][C:11]3[C:20]4[C:15](=[CH:16][C:17]([O:29][CH3:30])=[CH:18][C:19]=4[O:21][CH:22]4[CH2:23][CH2:24][N:25]([CH3:28])[CH2:26][CH2:27]4)[N:14]=[CH:13][N:12]=3)=[CH:7][CH:8]=2)[CH:3]=[CH:2]1)[C:32]1[CH:37]=[CH:36][CH:35]=[CH:34][CH:33]=1. The yield is 0.460. (4) The reactants are Br[C:2]1[CH:16]=[CH:15][C:5]2[N:6]([CH:9]3[CH2:14][CH2:13][CH2:12][CH2:11][O:10]3)[CH:7]=[N:8][C:4]=2[CH:3]=1.[CH:17]([O:19]CCCC)=[CH2:18].[O-]P([O-])([O-])=O.[K+].[K+].[K+]. The catalyst is Cl[Pd]Cl.CC(O)C. The product is [O:10]1[CH2:11][CH2:12][CH2:13][CH2:14][CH:9]1[N:6]1[C:5]2[CH:15]=[CH:16][C:2]([C:17](=[O:19])[CH3:18])=[CH:3][C:4]=2[N:8]=[CH:7]1. The yield is 0.860.